Dataset: Full USPTO retrosynthesis dataset with 1.9M reactions from patents (1976-2016). Task: Predict the reactants needed to synthesize the given product. (1) The reactants are: Br[C:2]1[CH:3]=[C:4]([CH:30]=[CH:31][CH:32]=1)[CH2:5][N:6]1[C:10]([CH3:11])=[CH:9][C:8]([C:12]2[O:16][N:15]=[C:14]([C:17]3[CH:22]=[CH:21][C:20]([C:23]([CH3:29])([CH3:28])[C:24]([F:27])([F:26])[F:25])=[CH:19][CH:18]=3)[N:13]=2)=[N:7]1.[C:33]([CH:35]1[CH2:40][CH2:39][NH:38][CH2:37][CH2:36]1)#[N:34]. Given the product [CH3:11][C:10]1[N:6]([CH2:5][C:4]2[CH:3]=[C:2]([N:38]3[CH2:39][CH2:40][CH:35]([C:33]#[N:34])[CH2:36][CH2:37]3)[CH:32]=[CH:31][CH:30]=2)[N:7]=[C:8]([C:12]2[O:16][N:15]=[C:14]([C:17]3[CH:22]=[CH:21][C:20]([C:23]([CH3:29])([CH3:28])[C:24]([F:27])([F:26])[F:25])=[CH:19][CH:18]=3)[N:13]=2)[CH:9]=1, predict the reactants needed to synthesize it. (2) Given the product [O:29]=[S:24]1(=[O:28])[CH2:25][CH2:26][CH2:27][N:23]1[C@@H:18]([CH2:19][CH:20]([CH3:21])[CH3:22])[C:17]([NH:16][C@H:13]1[C@H:11]2[C@H:10]([CH2:9][NH:8][CH2:12]2)[CH2:15][CH2:14]1)=[O:30], predict the reactants needed to synthesize it. The reactants are: C([N:8]1[CH2:12][C@H:11]2[C@H:13]([NH:16][C:17](=[O:30])[C@@H:18]([N:23]3[CH2:27][CH2:26][CH2:25][S:24]3(=[O:29])=[O:28])[CH2:19][CH:20]([CH3:22])[CH3:21])[CH2:14][CH2:15][C@H:10]2[CH2:9]1)C1C=CC=CC=1.[H][H]. (3) Given the product [C:28]([N:5]([CH2:6][C@@H:7]1[O:11][C:10](=[O:12])[N:9]([C:13]2[CH:18]=[CH:17][C:16]([CH:19]3[CH2:24][CH2:23][S:22](=[O:26])(=[O:25])[CH2:21][CH2:20]3)=[C:15]([F:27])[CH:14]=2)[CH2:8]1)[C:4]([O:3][CH2:2][O:40][C:32](=[O:39])[C:33]1[CH:38]=[CH:37][N:36]=[CH:35][CH:34]=1)=[O:31])(=[O:30])[CH3:29], predict the reactants needed to synthesize it. The reactants are: Cl[CH2:2][O:3][C:4](=[O:31])[N:5]([C:28](=[O:30])[CH3:29])[CH2:6][C@@H:7]1[O:11][C:10](=[O:12])[N:9]([C:13]2[CH:18]=[CH:17][C:16]([CH:19]3[CH2:24][CH2:23][S:22](=[O:26])(=[O:25])[CH2:21][CH2:20]3)=[C:15]([F:27])[CH:14]=2)[CH2:8]1.[C:32]([O-:40])(=[O:39])[C:33]1[CH:38]=[CH:37][N:36]=[CH:35][CH:34]=1.[Cs+].[I-].[Na+].O. (4) Given the product [CH:31]([N:17]([C:15]([C:11]1[C:12]([CH3:14])=[CH:13][C:8]2[O:7][C:6]([CH3:34])([CH3:35])[C:5](=[O:36])[N:4]([CH2:3][CH2:2][O:1][C:44](=[O:47])[CH2:45][CH3:46])[C:9]=2[CH:10]=1)=[O:16])[C@@H:18]1[CH2:23][CH2:22][CH2:21][N:20]([C:24]([O:26][C:27]([CH3:29])([CH3:28])[CH3:30])=[O:25])[CH2:19]1)([CH3:32])[CH3:33], predict the reactants needed to synthesize it. The reactants are: [OH:1][CH2:2][CH2:3][N:4]1[C:9]2[CH:10]=[C:11]([C:15]([N:17]([CH:31]([CH3:33])[CH3:32])[C@@H:18]3[CH2:23][CH2:22][CH2:21][N:20]([C:24]([O:26][C:27]([CH3:30])([CH3:29])[CH3:28])=[O:25])[CH2:19]3)=[O:16])[C:12]([CH3:14])=[CH:13][C:8]=2[O:7][C:6]([CH3:35])([CH3:34])[C:5]1=[O:36].[H-].[Na+].CN(C)C=O.[C:44](Cl)(=[O:47])[CH2:45][CH3:46].